Dataset: Catalyst prediction with 721,799 reactions and 888 catalyst types from USPTO. Task: Predict which catalyst facilitates the given reaction. Reactant: [Cl:1][C:2]1[CH:3]=[C:4]([CH:8]=[C:9]([N+:12]([O-:14])=[O:13])[C:10]=1[OH:11])[C:5](O)=[O:6].S(Cl)([Cl:17])=O. Product: [Cl:1][C:2]1[CH:3]=[C:4]([CH:8]=[C:9]([N+:12]([O-:14])=[O:13])[C:10]=1[OH:11])[C:5]([Cl:17])=[O:6]. The catalyst class is: 57.